This data is from Forward reaction prediction with 1.9M reactions from USPTO patents (1976-2016). The task is: Predict the product of the given reaction. Given the reactants Br[CH2:2][C:3]1[CH:8]=[CH:7][C:6]([CH2:9][N:10]2[CH:15]=[CH:14][CH:13]=[CH:12][C:11]2=[O:16])=[CH:5][CH:4]=1.[CH3:17][CH2:18]N(C(C)C)C(C)C.[Br:26][C:27]1[C:32]([CH2:33][NH:34][C:35]2[C:36]3[CH2:45][NH:44][CH2:43][C:37]=3[N:38]([C:40]([O-:42])=[O:41])[N:39]=2)=[C:31]([F:46])[C:30]([O:47][CH3:48])=[CH:29][CH:28]=1.O, predict the reaction product. The product is: [Br:26][C:27]1[C:32]([CH2:33][NH:34][C:35]2[C:36]3[CH2:45][N:44]([CH2:2][C:3]4[CH:8]=[CH:7][C:6]([CH2:9][N:10]5[CH:15]=[CH:14][CH:13]=[CH:12][C:11]5=[O:16])=[CH:5][CH:4]=4)[CH2:43][C:37]=3[N:38]([C:40]([O:42][CH2:17][CH3:18])=[O:41])[N:39]=2)=[C:31]([F:46])[C:30]([O:47][CH3:48])=[CH:29][CH:28]=1.